From a dataset of NCI-60 drug combinations with 297,098 pairs across 59 cell lines. Regression. Given two drug SMILES strings and cell line genomic features, predict the synergy score measuring deviation from expected non-interaction effect. (1) Drug 1: CN1C2=C(C=C(C=C2)N(CCCl)CCCl)N=C1CCCC(=O)O.Cl. Drug 2: CCCCCOC(=O)NC1=NC(=O)N(C=C1F)C2C(C(C(O2)C)O)O. Cell line: OVCAR-4. Synergy scores: CSS=6.31, Synergy_ZIP=-1.37, Synergy_Bliss=-2.57, Synergy_Loewe=1.95, Synergy_HSA=-0.925. (2) Drug 1: C1CN(CCN1C(=O)CCBr)C(=O)CCBr. Drug 2: C1CCC(C(C1)N)N.C(=O)(C(=O)[O-])[O-].[Pt+4]. Cell line: SR. Synergy scores: CSS=83.5, Synergy_ZIP=0.858, Synergy_Bliss=1.40, Synergy_Loewe=2.31, Synergy_HSA=5.01. (3) Drug 1: COC1=CC(=CC(=C1O)OC)C2C3C(COC3=O)C(C4=CC5=C(C=C24)OCO5)OC6C(C(C7C(O6)COC(O7)C8=CC=CS8)O)O. Drug 2: C1CC(=O)NC(=O)C1N2C(=O)C3=CC=CC=C3C2=O. Cell line: HCT116. Synergy scores: CSS=53.6, Synergy_ZIP=8.06, Synergy_Bliss=4.91, Synergy_Loewe=-38.2, Synergy_HSA=5.12. (4) Drug 1: CC1=C2C(C(=O)C3(C(CC4C(C3C(C(C2(C)C)(CC1OC(=O)C(C(C5=CC=CC=C5)NC(=O)OC(C)(C)C)O)O)OC(=O)C6=CC=CC=C6)(CO4)OC(=O)C)O)C)O. Drug 2: CN(C(=O)NC(C=O)C(C(C(CO)O)O)O)N=O. Cell line: SR. Synergy scores: CSS=6.99, Synergy_ZIP=-8.27, Synergy_Bliss=-14.5, Synergy_Loewe=-5.77, Synergy_HSA=-12.9. (5) Drug 1: CCC1=CC2CC(C3=C(CN(C2)C1)C4=CC=CC=C4N3)(C5=C(C=C6C(=C5)C78CCN9C7C(C=CC9)(C(C(C8N6C)(C(=O)OC)O)OC(=O)C)CC)OC)C(=O)OC.C(C(C(=O)O)O)(C(=O)O)O. Drug 2: CC1C(C(=O)NC(C(=O)N2CCCC2C(=O)N(CC(=O)N(C(C(=O)O1)C(C)C)C)C)C(C)C)NC(=O)C3=C4C(=C(C=C3)C)OC5=C(C(=O)C(=C(C5=N4)C(=O)NC6C(OC(=O)C(N(C(=O)CN(C(=O)C7CCCN7C(=O)C(NC6=O)C(C)C)C)C)C(C)C)C)N)C. Cell line: MCF7. Synergy scores: CSS=24.0, Synergy_ZIP=2.27, Synergy_Bliss=3.62, Synergy_Loewe=3.26, Synergy_HSA=3.32.